Dataset: Clinical trial toxicity outcomes and FDA approval status for drugs. Task: Regression/Classification. Given a drug SMILES string, predict its toxicity properties. Task type varies by dataset: regression for continuous values (e.g., LD50, hERG inhibition percentage) or binary classification for toxic/non-toxic outcomes (e.g., AMES mutagenicity, cardiotoxicity, hepatotoxicity). Dataset: clintox. (1) The drug is O=C(c1ccc(OCC[NH+]2CCCCC2)cc1)c1c(-c2ccc(O)cc2)sc2cc(O)ccc12. The result is 0 (passed clinical trial). (2) The molecule is C[NH2+]/C(=C\[N+](=O)[O-])NCCSCc1ccc(C[NH+](C)C)o1. The result is 0 (passed clinical trial). (3) The compound is Cn1cc[nH]c1=S. The result is 0 (passed clinical trial).